Dataset: Experimentally validated miRNA-target interactions with 360,000+ pairs, plus equal number of negative samples. Task: Binary Classification. Given a miRNA mature sequence and a target amino acid sequence, predict their likelihood of interaction. (1) The miRNA is hsa-miR-101-3p with sequence UACAGUACUGUGAUAACUGAA. The protein sequence of the target gene is MAREDSVKCLRCLLYALNLLFWLMSISVLAVSAWMRDYLNNVLTLTAETRVEEAVILTYFPVVHPVMIAVCCFLIIVGMLGYCGTVKRNLLLLAWYFGSLLVIFCVELACGVWTYEQELMVPVQWSDMVTLKARMTNYGLPRYRWLTHAWNFFQREFKCCGVVYFTDWLEMTEMDWPPDSCCVREFPGCSKQAHQEDLSDLYQEGCGKKMYSFLRGTKQLQVLRFLGISIGVTQILAMILTITLLWALYYDRREPGTDQMMSLKNDNSQHLSCPSVELLKPSLSRIFEHTSMANSFNTHF.... Result: 1 (interaction). (2) The miRNA is hsa-miR-369-5p with sequence AGAUCGACCGUGUUAUAUUCGC. The protein sequence of the target gene is MEIIRSNFKINLHKVYQAIEEADFFAIDGEFSGISDGPSVTALTSGFDTPEERYQKLKKHSMDFLLFQFGLCAFKYDHTDSKHVTKSFNFYVFPKPFSRSSPDVKFVCQSSSIDFLASQGFDFNKVFCSGIPYLNQEEERQLREQFDEKRSQANGAGALAKCPVTIPEDQKKFIDQVIEKIEDFLQSEEKRSLELDPCTGFQRKLIYQTLSWKYPKGIHVETLETDKKERHIVISKVDEEERKRREQEKYTKEQEELNDAVGFSRVIHAIANSGKLVVGHNMLLDVMHTIHQFYCPLPAD.... Result: 0 (no interaction). (3) The miRNA is hsa-miR-4524a-5p with sequence AUAGCAGCAUGAACCUGUCUCA. The protein sequence of the target gene is MSTASAASSSSSSSAGEMIEAPSQVLNFEEIDYKEIEVEEVVGRGAFGVVCKAKWRAKDVAIKQIESESERKAFIVELRQLSRVNHPNIVKLYGACLNPVCLVMEYAEGGSLYNVLHGAEPLPYYTAAHAMSWCLQCSQGVAYLHSMQPKALIHRDLKPPNLLLVAGGTVLKICDFGTACDIQTHMTNNKGSAAWMAPEVFEGSNYSEKCDVFSWGIILWEVITRRKPFDEIGGPAFRIMWAVHNGTRPPLIKNLPKPIESLMTRCWSKDPSQRPSMEEIVKIMTHLMRYFPGADEPLQY.... Result: 1 (interaction). (4) The miRNA is hsa-miR-548o-3p with sequence CCAAAACUGCAGUUACUUUUGC. The protein sequence of the target gene is MFRQEQPLAEGSFAPMGSLQPDAGNASWNGTEAPGGGARATPYSLQVTLTLVCLAGLLMLLTVFGNVLVIIAVFTSRALKAPQNLFLVSLASADILVATLVIPFSLANEVMGYWYFGKAWCEIYLALDVLFCTSSIVHLCAISLDRYWSITQAIEYNLKRTPRRIKAIIITVWVISAVISFPPLISIEKKGGGGGPQPAEPRCEINDQKWYVISSCIGSFFAPCLIMILVYVRIYQIAKRRTRVPPSRRGPDAVAAPPGGTERRPNGLGPERSAGPGGAEAEPLPTQLNGAPGEPAPAGP.... Result: 0 (no interaction). (5) The miRNA is hsa-miR-1238-3p with sequence CUUCCUCGUCUGUCUGCCCC. The protein sequence of the target gene is MTVFLSFAFFAAILTHIGCSNQRRSPENGGRRYNRIQHGQCAYTFILPEHDGNCRESATEQYNTNALQRDAPHVETDFSSQKLQHLEHVMENYTQWLQKLENYIVENMKSEMAQIQQNAVQNHTATMLEIGTSLLSQTAEQTRKLTDVETQVLNQTSRLEIQLLENSLSTYELEKQLLQQTNEILKIQEKNSLLEHKILEMEGKHKEELDTLKEEKENLQGLVTRQTFIIQELEKQLSRATSNNSVLQKQQLELMDTVHNLVSLCTKEVLLKGGKREEEKPFRDCADVYQAGFNKSGIYT.... Result: 0 (no interaction). (6) The miRNA is hsa-miR-4641 with sequence UGCCCAUGCCAUACUUUUGCCUCA. The protein sequence of the target gene is MEKSWMLWSFIERWLLALASWSWALCRISLLPLIVTFHLYGGIVLLLLIFVSIAGILYKFQDVLLYFPEQPSSSRLYVPMPTGIPHENIFIRTKDGVRLNLILVRYTGDNSPYCPTIIYFHGNAGNIGHRLPNALLMLVNLRVNLVLVDYRGYGKSEGEASEEGLYLDSEAVLDYVMTRPDLDKTKVFLFGRSLGGAVAIHLASENSHRISAIMVENTFLSIPHMASTLFSFFPMRYLPLWCYKNKFLSYRKISQCRMPSLFISGLSDQLIPPVMMKQLYELSPSRTKRLAIFPDGTHND.... Result: 0 (no interaction). (7) The miRNA is mmu-miR-7b-5p with sequence UGGAAGACUUGUGAUUUUGUUGUU. The protein sequence of the target gene is MLAWRVARGAWGPLRVALRPPGARLGRGGSRRALLPPAACCLGCLAERWRLRPAAFALRLPGAGPRTHCSGAGKAAPEPAAGGGGAAAQAPSARWVPASAASSYENPWTIPNLLSMTRIGLAPVLGYLILEEDFNVALGVFALAGLTDLLDGFIARNWANQKSALGSALDPLADKVLISILYISLTYADLIPVPLTYMIISRDVMLIAAVFYVRYRTLPTPRTLAKYFNPCYATARLKPTFISKVNTAVQLILVAASLAAPVFNYADSIYLQILWCCTAFTTAASAYSYYHYGRKTVQVI.... Result: 1 (interaction). (8) The miRNA is bta-miR-20b with sequence CAAAGUGCUCACAGUGCAGGUA. The protein sequence of the target gene is MNNGGKAEKENTPSEANLQEEEVRTLFVSGLPLDIKPRELYLLFRPFKGYEGSLIKLTSKQPVGFVSFDSRSEAEAAKNALNGIRFDPEIPQTLRLEFAKANTKMAKNKLVGTPNPSTPLPNTVPQFIAREPYELTVPALYPSSPEVWAPYPLYPAELAPALPPPAFTYPASLHAQMRWLPPSEATSQGWKSRQFC. Result: 0 (no interaction).